Dataset: Catalyst prediction with 721,799 reactions and 888 catalyst types from USPTO. Task: Predict which catalyst facilitates the given reaction. (1) Reactant: [Br:1][C:2]1[CH:8]=[CH:7][C:5]([NH2:6])=[CH:4][CH:3]=1.[N:9]1([CH:14]([CH3:18])[C:15](O)=[O:16])[CH2:13][CH2:12][CH2:11][CH2:10]1.C(N(C(C)C)CC)(C)C.CN(C(ON1N=NC2C=CC=CC1=2)=[N+](C)C)C.F[P-](F)(F)(F)(F)F. Product: [Br:1][C:2]1[CH:8]=[CH:7][C:5]([NH:6][C:15](=[O:16])[CH:14]([N:9]2[CH2:13][CH2:12][CH2:11][CH2:10]2)[CH3:18])=[CH:4][CH:3]=1. The catalyst class is: 287. (2) Reactant: C(OC(=O)[NH:7][CH2:8][C@@H:9]1[CH2:11][C@H:10]1[C:12]1[CH:17]=[CH:16][CH:15]=[C:14]([NH:18][C:19](=[O:26])[C:20]2[CH:25]=[CH:24][CH:23]=[CH:22][CH:21]=2)[CH:13]=1)(C)(C)C.C(O)(C(F)(F)F)=O.[ClH:35].CCOCC. Product: [ClH:35].[NH2:7][CH2:8][C@@H:9]1[CH2:11][C@H:10]1[C:12]1[CH:13]=[C:14]([NH:18][C:19](=[O:26])[C:20]2[CH:21]=[CH:22][CH:23]=[CH:24][CH:25]=2)[CH:15]=[CH:16][CH:17]=1. The catalyst class is: 2. (3) Reactant: Br[C:2]1[CH:7]=[CH:6][C:5]([C:8]2[N:12]([CH:13]3[CH2:18][CH2:17][CH2:16][CH2:15][O:14]3)[CH:11]=[N:10][N:9]=2)=[CH:4][CH:3]=1.[B:19]1([B:19]2[O:23][C:22]([CH3:25])([CH3:24])[C:21]([CH3:27])([CH3:26])[O:20]2)[O:23][C:22]([CH3:25])([CH3:24])[C:21]([CH3:27])([CH3:26])[O:20]1.C([O-])(=O)C.[K+]. Product: [O:14]1[CH2:15][CH2:16][CH2:17][CH2:18][CH:13]1[N:12]1[CH:11]=[N:10][N:9]=[C:8]1[C:5]1[CH:6]=[CH:7][C:2]([B:19]2[O:23][C:22]([CH3:25])([CH3:24])[C:21]([CH3:27])([CH3:26])[O:20]2)=[CH:3][CH:4]=1. The catalyst class is: 423. (4) Reactant: Cl.[CH3:2][NH:3][O:4][CH3:5].ON1C2C=CC=CC=2N=N1.Cl.C(N=C=NCCCN(C)C)C.CN1CCOCC1.[C:35]([N:42]1[CH2:47][CH2:46][CH:45]([C:48]([OH:50])=O)[CH2:44][CH2:43]1)([O:37][C:38]([CH3:41])([CH3:40])[CH3:39])=[O:36]. Product: [CH3:5][O:4][N:3]([CH3:2])[C:48]([CH:45]1[CH2:44][CH2:43][N:42]([C:35]([O:37][C:38]([CH3:39])([CH3:40])[CH3:41])=[O:36])[CH2:47][CH2:46]1)=[O:50]. The catalyst class is: 31. (5) Reactant: [CH3:1][O:2][C:3]12[CH2:10][CH2:9][CH2:8][C:7]1([CH2:11][CH:12]=[CH2:13])[CH2:6][CH2:5][O:4]2. Product: [CH3:1][O:2][C:3]12[CH2:10][CH2:9][CH2:8][C:7]1([CH2:11][CH2:12][CH3:13])[CH2:6][CH2:5][O:4]2. The catalyst class is: 5. (6) Reactant: [NH2:1][C:2]1[C:10]([F:11])=[CH:9][C:8]([I:12])=[CH:7][C:3]=1[C:4]([OH:6])=[O:5].[C:13](Cl)(Cl)=[O:14]. Product: [F:11][C:10]1[C:2]2[NH:1][C:13](=[O:14])[O:5][C:4](=[O:6])[C:3]=2[CH:7]=[C:8]([I:12])[CH:9]=1. The catalyst class is: 207.